From a dataset of Forward reaction prediction with 1.9M reactions from USPTO patents (1976-2016). Predict the product of the given reaction. (1) Given the reactants [H-].[Na+].[Si:3]([O:10][CH2:11][CH2:12][CH2:13][NH:14][C:15]1[C:22]([F:23])=[CH:21][C:18]([C:19]#[N:20])=[C:17]([Cl:24])[N:16]=1)([C:6]([CH3:9])([CH3:8])[CH3:7])([CH3:5])[CH3:4].[CH3:25]N(C=O)C, predict the reaction product. The product is: [Si:3]([O:10][CH2:11][CH2:12][CH2:13][N:14]([CH3:25])[C:15]1[C:22]([F:23])=[CH:21][C:18]([C:19]#[N:20])=[C:17]([Cl:24])[N:16]=1)([C:6]([CH3:8])([CH3:9])[CH3:7])([CH3:5])[CH3:4]. (2) Given the reactants O[CH:2]([C:11]1[N:15]([CH3:16])[CH:14]=[N:13][CH:12]=1)[C:3]1[CH:10]=[CH:9][C:6]([C:7]#[N:8])=[CH:5][CH:4]=1.O=S(Cl)[Cl:19], predict the reaction product. The product is: [Cl:19][CH:2]([C:11]1[N:15]([CH3:16])[CH:14]=[N:13][CH:12]=1)[C:3]1[CH:10]=[CH:9][C:6]([C:7]#[N:8])=[CH:5][CH:4]=1. (3) The product is: [N+:8]([C:5]1[CH:6]=[CH:7][C:2]([O:22][C:19]2[CH:20]=[CH:21][C:16]([C:11]([CH2:14][CH3:15])([CH3:12])[CH3:13])=[CH:17][CH:18]=2)=[CH:3][CH:4]=1)([O-:10])=[O:9]. Given the reactants F[C:2]1[CH:7]=[CH:6][C:5]([N+:8]([O-:10])=[O:9])=[CH:4][CH:3]=1.[C:11]([C:16]1[CH:21]=[CH:20][C:19]([OH:22])=[CH:18][CH:17]=1)([CH2:14][CH3:15])([CH3:13])[CH3:12].C([O-])([O-])=O.[K+].[K+], predict the reaction product.